Dataset: Forward reaction prediction with 1.9M reactions from USPTO patents (1976-2016). Task: Predict the product of the given reaction. The product is: [Cl:30][C:13]([Cl:12])([Cl:29])[C:14]([N:16]1[CH2:24][C:23]2[C:18](=[CH:19][CH:20]=[C:21]([S:25]([NH:7][C:6]3[CH:8]=[CH:9][C:3]([C:2]([F:10])([F:11])[F:1])=[CH:4][CH:5]=3)(=[O:27])=[O:26])[CH:22]=2)[CH2:17]1)=[O:15]. Given the reactants [F:1][C:2]([F:11])([F:10])[C:3]1[CH:9]=[CH:8][C:6]([NH2:7])=[CH:5][CH:4]=1.[Cl:12][C:13]([Cl:30])([Cl:29])[C:14]([N:16]1[CH2:24][C:23]2[C:18](=[CH:19][CH:20]=[C:21]([S:25](Cl)(=[O:27])=[O:26])[CH:22]=2)[CH2:17]1)=[O:15], predict the reaction product.